From a dataset of Reaction yield outcomes from USPTO patents with 853,638 reactions. Predict the reaction yield, written as a fraction of the theoretical maximum amount of product (1.0 means a 100% yield; for example, 0.34 means a 34% yield). (1) The yield is 0.410. The reactants are I[C:2]1[CH:7]=[CH:6][CH:5]=[CH:4][N:3]=1.[CH2:8]([C:12]1[N:16]([CH:17]([CH3:19])[CH3:18])[C:15]2[CH:20]=[CH:21][CH:22]=[CH:23][C:14]=2[N:13]=1)[CH2:9][C:10]#[CH:11]. No catalyst specified. The product is [CH:17]([N:16]1[C:15]2[CH:20]=[CH:21][CH:22]=[CH:23][C:14]=2[N:13]=[C:12]1[CH2:8][CH2:9][C:10]#[C:11][C:2]1[CH:7]=[CH:6][CH:5]=[CH:4][N:3]=1)([CH3:19])[CH3:18]. (2) The reactants are [CH3:1][CH:2]1[CH2:20][N:7]2[C:8]3[CH:9]=[C:10]([C:15]([O:17]CC)=[O:16])[CH:11]=[CH:12][C:13]=3[CH:14]=[C:6]2[C:5](=[O:21])[NH:4][CH2:3]1.[OH-].[Na+].C(O)(=O)C.O. The catalyst is C(O)C. The product is [CH3:1][CH:2]1[CH2:20][N:7]2[C:8]3[CH:9]=[C:10]([C:15]([OH:17])=[O:16])[CH:11]=[CH:12][C:13]=3[CH:14]=[C:6]2[C:5](=[O:21])[NH:4][CH2:3]1. The yield is 0.580. (3) The reactants are CO[CH:3]1[CH2:7][CH2:6][CH:5](OC)O1.[NH2:10][C:11]1[CH:12]=[C:13]([C:21]([O:23][CH3:24])=[O:22])[CH:14]=[C:15]([CH:20]=1)[C:16]([O:18][CH3:19])=[O:17]. The catalyst is C(O)(=O)C. The product is [N:10]1([C:11]2[CH:20]=[C:15]([C:16]([O:18][CH3:19])=[O:17])[CH:14]=[C:13]([CH:12]=2)[C:21]([O:23][CH3:24])=[O:22])[CH:3]=[CH:7][CH:6]=[CH:5]1. The yield is 0.230.